From a dataset of Full USPTO retrosynthesis dataset with 1.9M reactions from patents (1976-2016). Predict the reactants needed to synthesize the given product. (1) Given the product [F:27][C:17]1[C:16]([CH2:15][O:13][C:10]2[CH:11]=[N:12][C:7]([N:1]3[CH2:6][CH2:5][O:4][CH2:3][CH2:2]3)=[N:8][CH:9]=2)=[CH:26][CH:25]=[CH:24][C:18]=1[C:19]([O:21][CH2:22][CH3:23])=[O:20], predict the reactants needed to synthesize it. The reactants are: [N:1]1([C:7]2[N:12]=[CH:11][C:10]([OH:13])=[CH:9][N:8]=2)[CH2:6][CH2:5][O:4][CH2:3][CH2:2]1.Br[CH2:15][C:16]1[C:17]([F:27])=[C:18]([CH:24]=[CH:25][CH:26]=1)[C:19]([O:21][CH2:22][CH3:23])=[O:20].CC#N.C(=O)([O-])[O-].[K+].[K+]. (2) Given the product [F:33][C:30]([F:31])([F:32])[O:29][C:24]1[CH:25]=[CH:26][CH:27]=[CH:28][C:23]=1[C:18]1[C:19]2[C:20]3[CH2:21][CH2:22][NH:9][CH2:10][CH2:11][C:12]=3[NH:13][C:14]=2[CH:15]=[CH:16][CH:17]=1, predict the reactants needed to synthesize it. The reactants are: C([N:9]1[CH2:22][CH2:21][C:20]2[C:19]3[C:18]([C:23]4[CH:28]=[CH:27][CH:26]=[CH:25][C:24]=4[O:29][C:30]([F:33])([F:32])[F:31])=[CH:17][CH:16]=[CH:15][C:14]=3[NH:13][C:12]=2[CH2:11][CH2:10]1)(=O)C1C=CC=CC=1.C(O)CO.[OH-].[K+].CCOC(C)=O.